Dataset: Experimental lipophilicity measurements (octanol/water distribution) for 4,200 compounds from AstraZeneca. Task: Regression/Classification. Given a drug SMILES string, predict its absorption, distribution, metabolism, or excretion properties. Task type varies by dataset: regression for continuous measurements (e.g., permeability, clearance, half-life) or binary classification for categorical outcomes (e.g., BBB penetration, CYP inhibition). For this dataset (lipophilicity_astrazeneca), we predict Y. (1) The molecule is Cc1c(Sc2ccc(Cl)cc2)c2cc(F)ccc2n1CC(=O)O. The Y is 1.84 logD. (2) The compound is CC(=O)Nc1ccc2ccn(-c3cc(NC4COC4)n4ncc(C#N)c4n3)c2c1. The Y is 2.24 logD. (3) The molecule is CC1CN(C(=O)c2cc3ccccc3[nH]2)CCN1. The Y is 0.940 logD. (4) The molecule is CC(C)COCC(CN(Cc1ccccc1)c1ccccc1)N1CCCC1. The Y is 3.66 logD. (5) The compound is COc1cc(F)ccc1-c1cncc(CNC(=O)c2cnccn2)c1. The Y is 2.50 logD. (6) The molecule is C[C@H](NC(=O)c1cccc2c1N(Cc1ccc(Cl)cc1)CC2)c1ccc(C(=O)O)cc1. The Y is 1.47 logD. (7) The drug is CC(C)Oc1cc(Nc2nc(N[C@@H](C)c3ccc(F)cn3)nc(OC(CO)CO)c2Cl)n[nH]1. The Y is 2.77 logD.